Dataset: Forward reaction prediction with 1.9M reactions from USPTO patents (1976-2016). Task: Predict the product of the given reaction. Given the reactants [Cl:1][C:2]1[CH:3]=[CH:4][C:5]([O:35][CH3:36])=[C:6]([CH:34]=1)[CH2:7][CH:8]1[C:14](=[O:15])[N:13]([C:16]([NH:18][CH:19]([CH2:31][CH3:32])[C:20]([NH:22][CH2:23][C:24]([O:26]C(C)(C)C)=[O:25])=[O:21])=[O:17])[CH2:12][C:11](=[O:33])[NH:10][CH2:9]1.Cl.[C:38](OC(=O)CN)(C)(C)C.Cl.C(OC(=O)[C@@H](C)N)(C)(C)C, predict the reaction product. The product is: [Cl:1][C:2]1[CH:3]=[CH:4][C:5]([O:35][CH3:36])=[C:6]([CH:34]=1)[CH2:7][CH:8]1[C:14](=[O:15])[N:13]([C:16]([NH:18][C@H:19]([CH2:31][CH3:32])[C:20]([NH:22][C@H:23]([CH3:38])[C:24]([OH:26])=[O:25])=[O:21])=[O:17])[CH2:12][C:11](=[O:33])[NH:10][CH2:9]1.